This data is from Catalyst prediction with 721,799 reactions and 888 catalyst types from USPTO. The task is: Predict which catalyst facilitates the given reaction. (1) Reactant: [C:1]([C:3]1[CH:8]=[CH:7][C:6]([CH2:9][C:10](O)=[O:11])=[CH:5][C:4]=1[F:13])#[N:2].S(C)C. Product: [F:13][C:4]1[CH:5]=[C:6]([CH2:9][CH2:10][OH:11])[CH:7]=[CH:8][C:3]=1[C:1]#[N:2]. The catalyst class is: 1. (2) Reactant: [NH2:1][C:2]1[C:3]([N+:18]([O-])=O)=[C:4]([CH:9]=[C:10]([N:12]2[CH2:17][CH2:16][O:15][CH2:14][CH2:13]2)[CH:11]=1)[C:5]([O:7][CH3:8])=[O:6].C(Cl)Cl.[CH3:24][C:25](O)=O. Product: [CH3:24][C:25]1[NH:18][C:3]2[C:4]([C:5]([O:7][CH3:8])=[O:6])=[CH:9][C:10]([N:12]3[CH2:17][CH2:16][O:15][CH2:14][CH2:13]3)=[CH:11][C:2]=2[N:1]=1. The catalyst class is: 292. (3) Reactant: Br[C:2]1[CH:7]=[C:6](Br)[CH:5]=[C:4]([Br:9])[CH:3]=1.[C:10]1([NH:16][C:17]2[CH:22]=[CH:21][C:20]([C:23]3[CH:28]=[CH:27][CH:26]=[CH:25][CH:24]=3)=[CH:19][CH:18]=2)[CH:15]=[CH:14][CH:13]=[CH:12][CH:11]=1.[CH:42]1[CH:47]=[CH:46][C:45](P([C:42]2[CH:47]=[CH:46][CH:45]=[CH:44][CH:43]=2)[C:42]2[CH:47]=[CH:46][CH:45]=[CH:44][CH:43]=2)=[CH:44][CH:43]=1.[CH3:48][C:49]([O-])([CH3:51])[CH3:50].[Na+]. Product: [C:20]1([C:23]2[CH:24]=[CH:25][CH:26]=[CH:27][CH:28]=2)[CH:21]=[CH:22][C:17]([N:16]([C:10]2[CH:11]=[CH:12][CH:13]=[CH:14][CH:15]=2)[C:6]2[CH:5]=[C:4]([Br:9])[CH:3]=[C:2]([N:16]([C:10]3[CH:15]=[CH:50][C:49]([C:51]4[CH:21]=[CH:22][CH:17]=[CH:18][CH:19]=4)=[CH:48][CH:11]=3)[C:42]3[CH:43]=[CH:44][CH:45]=[CH:46][CH:47]=3)[CH:7]=2)=[CH:18][CH:19]=1. The catalyst class is: 187. (4) Reactant: [CH2:1]([O:3][C:4]([CH:6]1[CH2:11][CH2:10][C:9]([C:12]2[C:13]([OH:19])=[N:14][C:15]([CH3:18])=[N:16][CH:17]=2)=[CH:8][CH2:7]1)=[O:5])[CH3:2]. Product: [OH:19][C:13]1[C:12]([CH:9]2[CH2:8][CH2:7][CH:6]([C:4]([O:3][CH2:1][CH3:2])=[O:5])[CH2:11][CH2:10]2)=[CH:17][N:16]=[C:15]([CH3:18])[N:14]=1. The catalyst class is: 19. (5) Reactant: [CH2:1]([N:8]1[CH2:17][CH2:16][C:15]2[N:14]=[C:13]([CH3:18])[C:12]([CH:19]([O:24][C:25]([CH3:28])([CH3:27])[CH3:26])[C:20]([O:22]C)=[O:21])=[C:11]([C:29]3[CH:34]=[CH:33][C:32]([CH3:35])=[CH:31][CH:30]=3)[C:10]=2[CH2:9]1)[C:2]1[CH:7]=[CH:6][CH:5]=[CH:4][CH:3]=1.[OH-].[Na+]. Product: [CH2:1]([N:8]1[CH2:17][CH2:16][C:15]2[N:14]=[C:13]([CH3:18])[C:12]([CH:19]([O:24][C:25]([CH3:28])([CH3:27])[CH3:26])[C:20]([OH:22])=[O:21])=[C:11]([C:29]3[CH:30]=[CH:31][C:32]([CH3:35])=[CH:33][CH:34]=3)[C:10]=2[CH2:9]1)[C:2]1[CH:3]=[CH:4][CH:5]=[CH:6][CH:7]=1. The catalyst class is: 12. (6) Reactant: [Br:1][C:2]1[CH:3]=[C:4]([CH:8]=[CH:9][CH:10]=1)[C:5]([OH:7])=O.[NH2:11][CH2:12][CH2:13][N:14]1[CH2:18][CH2:17][CH2:16][CH2:15]1.P(C#N)(OCC)(OCC)=O.C(N(CC)CC)C. Product: [Br:1][C:2]1[CH:3]=[C:4]([C:5]([NH:11][CH2:12][CH2:13][N:14]2[CH2:18][CH2:17][CH2:16][CH2:15]2)=[O:7])[CH:8]=[CH:9][CH:10]=1. The catalyst class is: 35.